From a dataset of Buchwald-Hartwig C-N cross coupling reaction yields with 55,370 reactions. Predict the reaction yield, written as a fraction of the theoretical maximum amount of product (1.0 means a 100% yield; for example, 0.34 means a 34% yield). (1) The reactants are COc1ccc(Br)cc1.Cc1ccc(N)cc1.O=S(=O)(O[Pd]1c2ccccc2-c2ccccc2N~1)C(F)(F)F.CC(C)c1cc(C(C)C)c(-c2ccccc2P(C(C)(C)C)C(C)(C)C)c(C(C)C)c1.CN1CCCN2CCCN=C12.c1ccc(CN(Cc2ccccc2)c2ccno2)cc1. No catalyst specified. The product is COc1ccc(Nc2ccc(C)cc2)cc1. The yield is 0.0897. (2) The reactants are Brc1cccnc1.Cc1ccc(N)cc1.O=S(=O)(O[Pd]1c2ccccc2-c2ccccc2N~1)C(F)(F)F.COc1ccc(OC)c(P([C@]23C[C@H]4C[C@H](C[C@H](C4)C2)C3)[C@]23C[C@H]4C[C@H](C[C@H](C4)C2)C3)c1-c1c(C(C)C)cc(C(C)C)cc1C(C)C.CCN=P(N=P(N(C)C)(N(C)C)N(C)C)(N(C)C)N(C)C.c1ccc2nocc2c1. No catalyst specified. The product is Cc1ccc(Nc2cccnc2)cc1. The yield is 0.0582.